Dataset: Catalyst prediction with 721,799 reactions and 888 catalyst types from USPTO. Task: Predict which catalyst facilitates the given reaction. Reactant: [Cl:1][C:2]1[CH:7]=[CH:6][C:5]([C:8]([C:11]2[N:15]([C:16]3[CH:21]=[CH:20][C:19]([F:22])=[CH:18][CH:17]=3)[C:14]([SH:23])=[N:13][CH:12]=2)([CH3:10])[CH3:9])=[CH:4][C:3]=1[O:24][CH3:25].[F:26][C:27]1[CH:28]=[C:29]([CH:37]=[C:38]([F:46])[C:39]=1[CH2:40]OS(C)(=O)=O)[C:30]([O:32][C:33]([CH3:36])([CH3:35])[CH3:34])=[O:31].C([O-])([O-])=O.[Cs+].[Cs+]. Product: [Cl:1][C:2]1[CH:7]=[CH:6][C:5]([C:8]([C:11]2[N:15]([C:16]3[CH:21]=[CH:20][C:19]([F:22])=[CH:18][CH:17]=3)[C:14]([S:23][CH2:40][C:39]3[C:38]([F:46])=[CH:37][C:29]([C:30]([O:32][C:33]([CH3:36])([CH3:34])[CH3:35])=[O:31])=[CH:28][C:27]=3[F:26])=[N:13][CH:12]=2)([CH3:10])[CH3:9])=[CH:4][C:3]=1[O:24][CH3:25]. The catalyst class is: 144.